Predict the product of the given reaction. From a dataset of Forward reaction prediction with 1.9M reactions from USPTO patents (1976-2016). (1) The product is: [CH2:12]([O:11][Si:4]([O:5][CH2:6][CH3:7])([O:8][CH2:9][CH3:10])[C:14]1[CH:18]=[CH:18][C:14]([CH:15]=[CH2:16])=[CH:16][CH:15]=1)[CH3:13]. Given the reactants CCO[Si:4]([O:11][CH2:12][CH3:13])([O:8][CH2:9][CH3:10])[O:5][CH2:6][CH3:7].[CH2:14]1[CH2:18]O[CH2:16][CH2:15]1.[Br-], predict the reaction product. (2) Given the reactants [CH3:1][O:2][CH2:3][CH2:4][CH:5]1[O:10][CH2:9][C:8]([CH3:15])([C:11]([O:13]C)=[O:12])[CH2:7][O:6]1.[OH-].[Li+].Cl, predict the reaction product. The product is: [CH3:1][O:2][CH2:3][CH2:4][CH:5]1[O:6][CH2:7][C:8]([CH3:15])([C:11]([OH:13])=[O:12])[CH2:9][O:10]1. (3) Given the reactants C[O:2][C:3]([C:5]1[S:6][C:7]([C:31]2[CH2:36][CH2:35][CH2:34][CH2:33][CH:32]=2)=[CH:8][C:9]=1[N:10]([CH:20]1[CH2:25][CH2:24][N:23]([C:26](=[O:30])[CH:27]([CH3:29])[CH3:28])[CH2:22][CH2:21]1)[C:11]([C@H:13]1[CH2:18][CH2:17][C@H:16]([CH3:19])[CH2:15][CH2:14]1)=[O:12])=[O:4].[Li+].[OH-].O, predict the reaction product. The product is: [C:31]1([C:7]2[S:6][C:5]([C:3]([OH:4])=[O:2])=[C:9]([N:10]([CH:20]3[CH2:21][CH2:22][N:23]([C:26](=[O:30])[CH:27]([CH3:29])[CH3:28])[CH2:24][CH2:25]3)[C:11]([C@H:13]3[CH2:18][CH2:17][C@H:16]([CH3:19])[CH2:15][CH2:14]3)=[O:12])[CH:8]=2)[CH2:36][CH2:35][CH2:34][CH2:33][CH:32]=1. (4) Given the reactants Br[CH2:2][CH2:3][CH2:4][CH2:5][CH2:6][CH2:7][CH2:8][CH2:9][CH2:10][CH2:11][C:12]([CH3:15])([OH:14])[CH3:13].[C:16]1(=[O:26])[NH:20][C:19](=[O:21])[C:18]2=[CH:22][CH:23]=[CH:24][CH:25]=[C:17]12.[K].[OH-].[K+], predict the reaction product. The product is: [OH:14][C:12]([CH3:15])([CH3:13])[CH2:11][CH2:10][CH2:9][CH2:8][CH2:7][CH2:6][CH2:5][CH2:4][CH2:3][CH2:2][N:20]1[C:19](=[O:21])[C:18]2=[CH:22][CH:23]=[CH:24][CH:25]=[C:17]2[C:16]1=[O:26].